This data is from Reaction yield outcomes from USPTO patents with 853,638 reactions. The task is: Predict the reaction yield, written as a fraction of the theoretical maximum amount of product (1.0 means a 100% yield; for example, 0.34 means a 34% yield). (1) The reactants are [Na].[F:2][C:3]1[CH:4]=[C:5]([CH:10]=[CH:11][C:12]=1[F:13])[C:6](=[NH:9])[NH:7]O.C([O:16][CH:17]=[C:18]([C:24](OCC)=O)[C:19]([O:21][CH2:22][CH3:23])=[O:20])C. The catalyst is CCO. The product is [F:2][C:3]1[CH:4]=[C:5]([C:6]2[N:9]=[C:17]([OH:16])[C:18]([C:19]([O:21][CH2:22][CH3:23])=[O:20])=[CH:24][N:7]=2)[CH:10]=[CH:11][C:12]=1[F:13]. The yield is 0.960. (2) The reactants are [CH2:1]([C:4]1[CH:9]=[CH:8][C:7]([Cl:10])=[C:6]([C:11]2[CH:16]=[CH:15][CH:14]=[CH:13][C:12]=2[Cl:17])[C:5]=1[OH:18])[CH:2]=[CH2:3]. The catalyst is C(Cl)Cl.CC#N.CC#N.Cl[Pd]Cl. The product is [Cl:17][C:12]1[CH:13]=[CH:14][CH:15]=[CH:16][C:11]=1[C:6]1[C:5]([OH:18])=[C:4]([CH:1]=[CH:2][CH3:3])[CH:9]=[CH:8][C:7]=1[Cl:10]. The yield is 0.480. (3) The reactants are [NH2:1][C@@H:2]([C:32]([CH3:35])([CH3:34])[CH3:33])[C:3]([N:5]1[CH2:9][CH2:8][C@@H:7]([N:10]=[N+:11]=[N-:12])[C@H:6]1[C:13]([NH:15][C@@H:16]([CH2:21][C:22]1[CH:31]=[CH:30][C:29]2[C:24](=[CH:25][CH:26]=[CH:27][CH:28]=2)[CH:23]=1)[C:17]([O:19][CH3:20])=[O:18])=[O:14])=[O:4].CN1CCOCC1.N1C2C(=NC=CC=2)N(O)N=1.[C:53]([O:57][C:58]([N:60]([CH3:66])[C@@H:61]([CH3:65])[C:62](O)=[O:63])=[O:59])([CH3:56])([CH3:55])[CH3:54].C(Cl)CCl. The catalyst is C(Cl)Cl. The product is [N:10]([C@@H:7]1[CH2:8][CH2:9][N:5]([C:3](=[O:4])[C@@H:2]([NH:1][C:62](=[O:63])[C@@H:61]([N:60]([C:58]([O:57][C:53]([CH3:56])([CH3:55])[CH3:54])=[O:59])[CH3:66])[CH3:65])[C:32]([CH3:35])([CH3:34])[CH3:33])[C@@H:6]1[C:13]([NH:15][C@@H:16]([CH2:21][C:22]1[CH:31]=[CH:30][C:29]2[C:24](=[CH:25][CH:26]=[CH:27][CH:28]=2)[CH:23]=1)[C:17]([O:19][CH3:20])=[O:18])=[O:14])=[N+:11]=[N-:12]. The yield is 0.850.